From a dataset of Full USPTO retrosynthesis dataset with 1.9M reactions from patents (1976-2016). Predict the reactants needed to synthesize the given product. (1) Given the product [CH:19]1([NH:24][C:2]2[C:7]([C:8]#[N:9])=[CH:6][N:5]=[C:4]([S:10][CH3:11])[N:3]=2)[CH2:23][CH2:22][CH2:21][CH2:20]1, predict the reactants needed to synthesize it. The reactants are: Cl[C:2]1[C:7]([C:8]#[N:9])=[CH:6][N:5]=[C:4]([S:10][CH3:11])[N:3]=1.C(N(CC)CC)C.[CH:19]1([NH2:24])[CH2:23][CH2:22][CH2:21][CH2:20]1. (2) The reactants are: Br[C:2]1[CH:15]=[CH:14][C:13]2[O:12][C:11]3[C:6](=[CH:7][C:8]([O:16][CH2:17][C:18]([CH3:21])([CH3:20])[CH3:19])=[CH:9][CH:10]=3)[C@@:5]3([CH2:25][O:24][C:23]([NH2:26])=[N:22]3)[C:4]=2[CH:3]=1.[C:27]([Cu])#[N:28]. Given the product [NH2:26][C:23]1[O:24][CH2:25][C@@:5]2([N:22]=1)[C:4]1[CH:3]=[C:2]([C:27]#[N:28])[CH:15]=[CH:14][C:13]=1[O:12][C:11]1[C:6]2=[CH:7][C:8]([O:16][CH2:17][C:18]([CH3:20])([CH3:19])[CH3:21])=[CH:9][CH:10]=1, predict the reactants needed to synthesize it.